From a dataset of Reaction yield outcomes from USPTO patents with 853,638 reactions. Predict the reaction yield, written as a fraction of the theoretical maximum amount of product (1.0 means a 100% yield; for example, 0.34 means a 34% yield). (1) The reactants are [C:1]1([CH2:10][C:11]#[N:12])[CH:6]=[CH:5][CH:4]=[C:3]([CH2:7][C:8]#[N:9])[CH:2]=1. The catalyst is CO.[Ni]. The product is [C:3]1([CH2:7][CH2:8][NH2:9])[CH:4]=[CH:5][CH:6]=[C:1]([CH2:10][CH2:11][NH2:12])[CH:2]=1. The yield is 0.960. (2) The yield is 0.610. The product is [CH3:1][O:2][C:3]1[CH:4]=[C:5]2[C:6]([CH:21]=[CH:22][CH:24]=[N:12]2)=[CH:7][C:8]=1[N+:9]([O-:11])=[O:10]. The reactants are [CH3:1][O:2][C:3]1[CH:4]=[C:5]([NH2:12])[CH:6]=[CH:7][C:8]=1[N+:9]([O-:11])=[O:10].O=[As](O[As](=O)=O)=O.O[CH2:21][CH:22]([CH2:24]O)O.S(=O)(=O)(O)O. The catalyst is O. (3) The reactants are [OH-].[Na+].[OH:3][C:4]1[CH:13]=[CH:12][C:11]2[C:6](=[CH:7][CH:8]=[CH:9][CH:10]=2)[C:5]=1[C:14]1[C:23]2[C:18](=[CH:19][CH:20]=[CH:21][CH:22]=2)[CH:17]=[CH:16][C:15]=1[OH:24].[CH2:25](Br)[CH2:26][CH2:27][CH3:28]. The catalyst is [Br-].C([N+](CCCC)(CCCC)CCCC)CCC.O.C(O)C. The product is [CH2:25]([O:3][C:4]1[CH:13]=[CH:12][C:11]2[C:6](=[CH:7][CH:8]=[CH:9][CH:10]=2)[C:5]=1[C:14]1[C:23]2[C:18](=[CH:19][CH:20]=[CH:21][CH:22]=2)[CH:17]=[CH:16][C:15]=1[O:24][CH2:13][CH2:4][CH2:5][CH3:6])[CH2:26][CH2:27][CH3:28]. The yield is 0.923. (4) The reactants are C(OC([NH:11][C@@H:12]1[CH2:17][CH2:16][N:15]([CH2:18][CH2:19][N:20]2[C:29]3[C:24](=[C:25]([F:31])[CH:26]=[C:27]([F:30])[CH:28]=3)[CH:23]=[CH:22][C:21]2=[O:32])[CH2:14][C@@H:13]1[C:33]([O:35][CH3:36])=[O:34])=O)C1C=CC=CC=1. The catalyst is CO.[Pd]. The product is [NH2:11][C@@H:12]1[CH2:17][CH2:16][N:15]([CH2:18][CH2:19][N:20]2[C:29]3[C:24](=[C:25]([F:31])[CH:26]=[C:27]([F:30])[CH:28]=3)[CH:23]=[CH:22][C:21]2=[O:32])[CH2:14][C@@H:13]1[C:33]([O:35][CH3:36])=[O:34]. The yield is 0.910. (5) The product is [C:17]([O:16][C@@H:10]([C:4]1[C:5]([CH3:9])=[N:6][C:7]([CH3:8])=[C:2]([C:40]2[CH:39]=[CH:38][C:37]([O:36][CH2:35][C:34]3[CH:33]=[CH:32][C:31]([O:30][CH3:29])=[CH:47][CH:46]=3)=[CH:42][CH:41]=2)[C:3]=1[N:21]1[CH2:26][CH2:25][C:24]([CH3:28])([CH3:27])[CH2:23][CH2:22]1)[C:11]([O:13][CH2:14][CH3:15])=[O:12])([CH3:20])([CH3:19])[CH3:18]. The reactants are Br[C:2]1[C:3]([N:21]2[CH2:26][CH2:25][C:24]([CH3:28])([CH3:27])[CH2:23][CH2:22]2)=[C:4]([C@H:10]([O:16][C:17]([CH3:20])([CH3:19])[CH3:18])[C:11]([O:13][CH2:14][CH3:15])=[O:12])[C:5]([CH3:9])=[N:6][C:7]=1[CH3:8].[CH3:29][O:30][C:31]1[CH:47]=[CH:46][C:34]([CH2:35][O:36][C:37]2[CH:42]=[CH:41][C:40](B(O)O)=[CH:39][CH:38]=2)=[CH:33][CH:32]=1.C([O-])([O-])=O.[Na+].[Na+]. The catalyst is CN(C=O)C.C1C=CC([P]([Pd]([P](C2C=CC=CC=2)(C2C=CC=CC=2)C2C=CC=CC=2)([P](C2C=CC=CC=2)(C2C=CC=CC=2)C2C=CC=CC=2)[P](C2C=CC=CC=2)(C2C=CC=CC=2)C2C=CC=CC=2)(C2C=CC=CC=2)C2C=CC=CC=2)=CC=1. The yield is 0.641. (6) The yield is 0.600. The catalyst is C(Cl)Cl. The product is [CH3:1][N:2]1[C:6]([C:7]2[CH:8]=[C:9]([C:15]([NH:19][C@@H:20]([CH2:33][C:34]3[CH:39]=[CH:38][CH:37]=[CH:36][C:35]=3[C:40]([F:43])([F:41])[F:42])[CH2:21][N:22]3[C:30](=[O:31])[C:29]4[C:24](=[CH:25][CH:26]=[CH:27][CH:28]=4)[C:23]3=[O:32])=[O:17])[S:10][C:11]=2[CH2:12][CH2:13][CH3:14])=[C:5]([CH3:18])[CH:4]=[N:3]1. The reactants are [CH3:1][N:2]1[C:6]([C:7]2[CH:8]=[C:9]([C:15]([OH:17])=O)[S:10][C:11]=2[CH2:12][CH2:13][CH3:14])=[C:5]([CH3:18])[CH:4]=[N:3]1.[NH2:19][C@@H:20]([CH2:33][C:34]1[CH:39]=[CH:38][CH:37]=[CH:36][C:35]=1[C:40]([F:43])([F:42])[F:41])[CH2:21][N:22]1[C:30](=[O:31])[C:29]2[C:24](=[CH:25][CH:26]=[CH:27][CH:28]=2)[C:23]1=[O:32].C(N(C(C)C)CC)(C)C.F[P-](F)(F)(F)(F)F.Br[P+](N1CCCC1)(N1CCCC1)N1CCCC1. (7) The reactants are [NH:1]1[CH:5]=[CH:4][CH:3]=[N:2]1. The catalyst is C(#N)C=C. The product is [N:1]1([CH2:3][CH2:4][C:5]#[N:1])[CH:5]=[CH:4][CH:3]=[N:2]1. The yield is 0.900.